Dataset: Catalyst prediction with 721,799 reactions and 888 catalyst types from USPTO. Task: Predict which catalyst facilitates the given reaction. (1) Reactant: Br[CH2:2][C:3]([O:5][CH2:6][CH3:7])=[O:4].[N+:8]([C:11]1[CH:16]=[CH:15][C:14]([OH:17])=[CH:13][C:12]=1[C:18]([F:21])([F:20])[F:19])([O-:10])=[O:9].C(=O)([O-])[O-].[K+].[K+].Cl. Product: [C:3]([O:5][CH2:6][CH2:7][O:17][C:14]1[CH:15]=[CH:16][C:11]([N+:8]([O-:10])=[O:9])=[C:12]([C:18]([F:19])([F:20])[F:21])[CH:13]=1)(=[O:4])[CH3:2]. The catalyst class is: 21. (2) The catalyst class is: 11. Reactant: [F:1][C:2]1[CH:8]=[CH:7][CH:6]=[CH:5][C:3]=1[NH2:4].[C:9](Cl)(Cl)=[S:10].C(N(CC)CC)C. Product: [F:1][C:2]1[CH:8]=[CH:7][CH:6]=[CH:5][C:3]=1[N:4]=[C:9]=[S:10]. (3) Product: [CH2:27]([S:31]([NH:26][C:24]([C:16]1[S:17][C:18]([CH2:20][CH:21]([CH3:22])[CH3:23])=[CH:19][C:15]=1[C:12]1[CH:13]=[CH:14][C:9]([CH2:8][N:3]2[CH:7]=[CH:6][N:5]=[CH:4]2)=[CH:10][CH:11]=1)=[O:25])(=[O:33])=[O:32])[CH2:28][CH2:29][CH3:30]. Reactant: [H-].[Na+].[N:3]1([CH2:8][C:9]2[CH:14]=[CH:13][C:12]([C:15]3[CH:19]=[C:18]([CH2:20][CH:21]([CH3:23])[CH3:22])[S:17][C:16]=3[C:24]([NH2:26])=[O:25])=[CH:11][CH:10]=2)[CH:7]=[CH:6][N:5]=[CH:4]1.[CH2:27]([S:31](Cl)(=[O:33])=[O:32])[CH2:28][CH2:29][CH3:30]. The catalyst class is: 1. (4) Reactant: [CH2:1]([C:5]1[N:6]=[C:7]([CH3:27])[NH:8][C:9](=[O:26])[C:10]=1[CH2:11][C:12]1[CH:17]=[CH:16][C:15]([C:18]2[C:19]([C:24]#[N:25])=[CH:20][CH:21]=[CH:22][CH:23]=2)=[CH:14][CH:13]=1)[CH2:2][CH2:3][CH3:4].[CH3:28][C:29]1([CH3:42])[CH2:38][CH2:37][C:36]2[C:31](=[CH:32][CH:33]=[C:34](B(O)O)[CH:35]=2)[O:30]1.[N:43]1C=CC=CC=1.C(N(CC)CC)C.[C:56]([O:59]CC)(=[O:58])C. Product: [CH2:1]([C:5]1[N:6]=[C:7]([CH3:27])[N:8]([C:34]2[CH:35]=[C:36]3[C:31](=[CH:32][CH:33]=2)[O:30][C:29]([CH3:42])([CH3:28])[CH2:38][CH2:37]3)[C:9](=[O:26])[C:10]=1[CH2:11][C:12]1[CH:17]=[CH:16][C:15]([C:18]2[CH:23]=[CH:22][CH:21]=[CH:20][C:19]=2[C:24]2[NH:43][C:56](=[O:58])[O:59][N:25]=2)=[CH:14][CH:13]=1)[CH2:2][CH2:3][CH3:4]. The catalyst class is: 732. (5) Reactant: [F-].C([N+](CCCC)(CCCC)CCCC)CCC.O1CCCC1.C(C1([SiH2][C:35]([O:52]C(C2C=NC(C3CC3)=CC=2)([SiH2]C2C=CC=CC=2)[SiH2]C2(C(C)(C)C)C=CC=CC2)([C:43]2[CH:44]=[N:45][C:46]([CH:49]3[CH2:51][CH2:50]3)=[CH:47][CH:48]=2)[SiH2]C2C=CC=CC=2)C=CC=CC1)(C)(C)C. Product: [CH:49]1([C:46]2[N:45]=[CH:44][C:43]([CH2:35][OH:52])=[CH:48][CH:47]=2)[CH2:51][CH2:50]1. The catalyst class is: 7. (6) Reactant: [CH2:1]([C:3]1[CH:10]=[C:9]([O:11][CH:12]2[CH2:17][CH2:16][CH2:15][CH2:14][O:13]2)[CH:8]=[C:7]([OH:18])[C:4]=1[CH:5]=[O:6])[CH3:2].CCN(CC)CC.[O:26](S(C(F)(F)F)(=O)=O)[S:27]([C:30]([F:33])([F:32])[F:31])(=O)=[O:28]. Product: [CH2:1]([C:3]1[C:4]([CH:5]=[O:6])=[C:7]([O:18][S:27]([C:30]([F:33])([F:32])[F:31])(=[O:28])=[O:26])[CH:8]=[C:9]([O:11][CH:12]2[CH2:17][CH2:16][CH2:15][CH2:14][O:13]2)[CH:10]=1)[CH3:2]. The catalyst class is: 46.